Dataset: Reaction yield outcomes from USPTO patents with 853,638 reactions. Task: Predict the reaction yield, written as a fraction of the theoretical maximum amount of product (1.0 means a 100% yield; for example, 0.34 means a 34% yield). (1) The reactants are C[O:2][C:3](=[O:16])[C:4]1[CH:9]=[CH:8][C:7]([C:10]2[CH:11]=[N:12][CH:13]=[CH:14][CH:15]=2)=[CH:6][CH:5]=1.[OH-].[Na+]. The catalyst is CO. The product is [N:12]1[CH:13]=[CH:14][CH:15]=[C:10]([C:7]2[CH:8]=[CH:9][C:4]([C:3]([OH:16])=[O:2])=[CH:5][CH:6]=2)[CH:11]=1. The yield is 0.960. (2) The reactants are Cl.[C:2]1([S:8]([N:11]2[CH2:20][CH2:19][C:14]3(OCC[O:15]3)[CH2:13][CH2:12]2)(=[O:10])=[O:9])[CH:7]=[CH:6][CH:5]=[CH:4][CH:3]=1.O.[OH-].[Na+]. The catalyst is C(O)(=O)C. The product is [C:2]1([S:8]([N:11]2[CH2:12][CH2:13][C:14](=[O:15])[CH2:19][CH2:20]2)(=[O:9])=[O:10])[CH:7]=[CH:6][CH:5]=[CH:4][CH:3]=1. The yield is 0.710. (3) The reactants are [CH2:1]([O:5][C:6]1[CH:10]=[C:9]([CH2:11][CH2:12][S:13]([NH2:16])(=[O:15])=[O:14])[N:8]([CH2:17][C:18]2[CH:23]=[CH:22][C:21]([Cl:24])=[CH:20][C:19]=2[Cl:25])[N:7]=1)[CH2:2][CH2:3][CH3:4].C(N(CC)C(C)C)(C)C.Cl[C:36]([O:38][CH2:39][CH2:40][O:41][CH3:42])=[O:37]. The catalyst is CN(C)C1C=CN=CC=1.CN(C)C(=O)C. The product is [CH2:1]([O:5][C:6]1[CH:10]=[C:9]([CH2:11][CH2:12][S:13]([NH:16][C:36](=[O:37])[O:38][CH2:39][CH2:40][O:41][CH3:42])(=[O:14])=[O:15])[N:8]([CH2:17][C:18]2[CH:23]=[CH:22][C:21]([Cl:24])=[CH:20][C:19]=2[Cl:25])[N:7]=1)[CH2:2][CH2:3][CH3:4]. The yield is 0.750. (4) The reactants are Cl.C(OC([NH:9][CH2:10][CH2:11][NH:12][C:13]1[N:18]=[C:17]([C:19]2[CH:24]=[CH:23][C:22]([C:25]#[N:26])=[CH:21][CH:20]=2)[C:16]([C:27]2[NH:28][CH:29]=[CH:30][N:31]=2)=[CH:15][N:14]=1)=O)(C)(C)C. The catalyst is CC#N. The product is [NH2:9][CH2:10][CH2:11][NH:12][C:13]1[N:18]=[C:17]([C:19]2[CH:24]=[CH:23][C:22]([C:25]#[N:26])=[CH:21][CH:20]=2)[C:16]([C:27]2[NH:31][CH:30]=[CH:29][N:28]=2)=[CH:15][N:14]=1. The yield is 0.890. (5) The reactants are Cl[C:2]1[C:7]([CH2:8][CH:9](OCC)OCC)=[C:6]([Cl:16])[N:5]=[CH:4][N:3]=1.[NH2:17][C@H:18]1[CH2:22][C@H:21]([OH:23])[C@H:20]([CH2:24][OH:25])[CH2:19]1.Br.C(N(CC)CC)C.Cl.C(=O)(O)[O-].[Na+]. The catalyst is C(O)(C)C.O.CCOC(C)=O. The product is [Cl:16][C:6]1[C:7]2[CH:8]=[CH:9][N:17]([C@H:18]3[CH2:22][C@H:21]([OH:23])[C@H:20]([CH2:24][OH:25])[CH2:19]3)[C:2]=2[N:3]=[CH:4][N:5]=1. The yield is 0.980. (6) The reactants are [Cl:1][C:2]1[N:7]=[N:6][C:5]([N:8]2[C:16]3[C:11](=[CH:12][C:13]([O:17][CH:18]([C:22]4[CH:27]=[CH:26][CH:25]=[CH:24][CH:23]=4)[CH:19]([NH2:21])[CH3:20])=[CH:14][CH:15]=3)[CH:10]=[N:9]2)=[CH:4][CH:3]=1.[F:28][C:29]([F:40])([F:39])[C:30](O[C:30](=[O:31])[C:29]([F:40])([F:39])[F:28])=[O:31].C(N(CC)CC)C. The catalyst is ClCCl. The product is [Cl:1][C:2]1[N:7]=[N:6][C:5]([N:8]2[C:16]3[C:11](=[CH:12][C:13]([O:17][CH:18]([C:22]4[CH:23]=[CH:24][CH:25]=[CH:26][CH:27]=4)[CH:19]([NH:21][C:30](=[O:31])[C:29]([F:40])([F:39])[F:28])[CH3:20])=[CH:14][CH:15]=3)[CH:10]=[N:9]2)=[CH:4][CH:3]=1. The yield is 0.330.